From a dataset of Forward reaction prediction with 1.9M reactions from USPTO patents (1976-2016). Predict the product of the given reaction. (1) Given the reactants C[Li].S(NN=[C:15]1[C:32]2[CH:31]=[C:30]([OH:33])[CH:29]=[CH:28][C:27]=2[C@@H:26]2[C@H:17]([C@H:18]3[C@@:22]([CH2:24][CH2:25]2)([CH3:23])[C@@H:21]([OH:34])[CH2:20][CH2:19]3)[CH2:16]1)(C1C=CC(C)=CC=1)(=O)=O.Cl, predict the reaction product. The product is: [CH3:23][C@:22]12[CH2:24][CH2:25][C@H:26]3[C@@H:17]([CH:16]=[CH:15][C:32]4[CH:31]=[C:30]([OH:33])[CH:29]=[CH:28][C:27]=43)[C@@H:18]1[CH2:19][CH2:20][C@@H:21]2[OH:34]. (2) Given the reactants [CH2:1]([O:4][C:5]1[C:12]([Br:13])=[CH:11][C:8]([C:9]#[N:10])=[C:7]([Cl:14])[CH:6]=1)[CH:2]=C.[CH2:15](O)CO, predict the reaction product. The product is: [Br:13][C:12]1[C:5]2[O:4][CH:1]([CH3:2])[CH2:15][C:6]=2[C:7]([Cl:14])=[C:8]([C:9]#[N:10])[CH:11]=1. (3) Given the reactants Br[C:2]1[CH:7]=[C:6]([F:8])[C:5]([OH:9])=[C:4]([Cl:10])[CH:3]=1.[B:11]1([B:11]2[O:15][C:14]([CH3:17])([CH3:16])[C:13]([CH3:19])([CH3:18])[O:12]2)[O:15][C:14]([CH3:17])([CH3:16])[C:13]([CH3:19])([CH3:18])[O:12]1, predict the reaction product. The product is: [Cl:10][C:4]1[CH:3]=[C:2]([B:11]2[O:15][C:14]([CH3:17])([CH3:16])[C:13]([CH3:19])([CH3:18])[O:12]2)[CH:7]=[C:6]([F:8])[C:5]=1[OH:9]. (4) Given the reactants [CH:1]1([CH:4]([C:11]2[CH:16]=[CH:15][CH:14]=[C:13]([CH2:17][O:18][C:19]3[CH:20]=[N:21][C:22]([C:30]4[CH:35]=[C:34]([O:36][CH:37]5[CH2:42][CH2:41][CH2:40][CH2:39][O:38]5)[CH:33]=[CH:32][C:31]=4[F:43])=[C:23]([CH2:25][C:26]([CH3:29])([CH3:28])[CH3:27])[CH:24]=3)[CH:12]=2)[CH2:5][C:6]([O:8]CC)=[O:7])[CH2:3][CH2:2]1.[OH-].[Na+].Cl, predict the reaction product. The product is: [CH:1]1([CH:4]([C:11]2[CH:16]=[CH:15][CH:14]=[C:13]([CH2:17][O:18][C:19]3[CH:20]=[N:21][C:22]([C:30]4[CH:35]=[C:34]([O:36][CH:37]5[CH2:42][CH2:41][CH2:40][CH2:39][O:38]5)[CH:33]=[CH:32][C:31]=4[F:43])=[C:23]([CH2:25][C:26]([CH3:29])([CH3:28])[CH3:27])[CH:24]=3)[CH:12]=2)[CH2:5][C:6]([OH:8])=[O:7])[CH2:3][CH2:2]1. (5) Given the reactants [CH2:1]([N:8]1[C:12](Br)=[C:11]([Br:14])[N:10]=[C:9]1[C:15]1[CH:20]=[CH:19][C:18]([F:21])=[CH:17][C:16]=1[F:22])[C:2]1[CH:7]=[CH:6][CH:5]=[CH:4][CH:3]=1.[F:23][C:24]1[CH:25]=[C:26](B(O)O)[CH:27]=[C:28]([F:30])[CH:29]=1.C(=O)([O-])[O-].[Na+].[Na+].CO, predict the reaction product. The product is: [CH2:1]([N:8]1[C:12]([C:26]2[CH:25]=[C:24]([F:23])[CH:29]=[C:28]([F:30])[CH:27]=2)=[C:11]([Br:14])[N:10]=[C:9]1[C:15]1[CH:20]=[CH:19][C:18]([F:21])=[CH:17][C:16]=1[F:22])[C:2]1[CH:7]=[CH:6][CH:5]=[CH:4][CH:3]=1.